Dataset: Reaction yield outcomes from USPTO patents with 853,638 reactions. Task: Predict the reaction yield, written as a fraction of the theoretical maximum amount of product (1.0 means a 100% yield; for example, 0.34 means a 34% yield). (1) The reactants are [NH2:1][C@@H:2]([C:6]1[O:7][C:8]2[C:13]([C:14](=[O:23])[C:15]=1[CH2:16][C:17]1[CH:22]=[CH:21][CH:20]=[CH:19][CH:18]=1)=[CH:12][CH:11]=[C:10]([Cl:24])[CH:9]=2)[CH:3]([CH3:5])[CH3:4].C([O-])([O-])=O.[K+].[K+].Br[CH2:32][C:33](=[O:46])[CH2:34][N:35]1[C:39](=[O:40])[C:38]2=[CH:41][CH:42]=[CH:43][CH:44]=[C:37]2[C:36]1=[O:45]. The catalyst is CN(C=O)C. The product is [C:36]1(=[O:45])[N:35]([CH2:34][C:33](=[O:46])[CH2:32][NH:1][C@@H:2]([C:6]2[O:7][C:8]3[C:13]([C:14](=[O:23])[C:15]=2[CH2:16][C:17]2[CH:22]=[CH:21][CH:20]=[CH:19][CH:18]=2)=[CH:12][CH:11]=[C:10]([Cl:24])[CH:9]=3)[CH:3]([CH3:4])[CH3:5])[C:39](=[O:40])[C:38]2=[CH:41][CH:42]=[CH:43][CH:44]=[C:37]12. The yield is 1.00. (2) The reactants are Cl[C:2]1[N:7]=[C:6]([C:8]2[C:9]([C:17]3[CH:18]=[C:19]([NH:23][C:24](=[O:33])[C:25]4[C:30]([F:31])=[CH:29][CH:28]=[CH:27][C:26]=4[F:32])[CH:20]=[CH:21][CH:22]=3)=[N:10][N:11]3[CH:16]=[CH:15][CH:14]=[CH:13][C:12]=23)[CH:5]=[CH:4][N:3]=1.[NH2:34][C:35]1[CH:36]=[C:37]([CH2:41][N:42]([CH2:49][CH2:50][N:51]([CH3:53])[CH3:52])C(=O)C(F)(F)F)[CH:38]=[CH:39][CH:40]=1. The catalyst is CC(O)C.Cl.C(Cl)Cl.CO. The product is [CH3:52][N:51]([CH3:53])[CH2:50][CH2:49][NH:42][CH2:41][C:37]1[CH:36]=[C:35]([NH:34][C:2]2[N:7]=[C:6]([C:8]3[C:9]([C:17]4[CH:18]=[C:19]([NH:23][C:24](=[O:33])[C:25]5[C:30]([F:31])=[CH:29][CH:28]=[CH:27][C:26]=5[F:32])[CH:20]=[CH:21][CH:22]=4)=[N:10][N:11]4[CH:16]=[CH:15][CH:14]=[CH:13][C:12]=34)[CH:5]=[CH:4][N:3]=2)[CH:40]=[CH:39][CH:38]=1. The yield is 0.240. (3) The product is [CH2:1]([O:8][N:9]=[C:10]1[C:18]2([CH2:23][CH2:22][CH2:21][CH2:20][CH2:19]2)[C:17]2[C:12](=[CH:13][CH:14]=[C:15]([C:29]3[CH:28]=[CH:27][C:26]([F:25])=[C:31]([F:32])[CH:30]=3)[CH:16]=2)[NH:11]1)[C:2]1[CH:7]=[CH:6][CH:5]=[CH:4][CH:3]=1. The reactants are [CH2:1]([O:8][N:9]=[C:10]1[C:18]2([CH2:23][CH2:22][CH2:21][CH2:20][CH2:19]2)[C:17]2[C:12](=[CH:13][CH:14]=[C:15](Br)[CH:16]=2)[NH:11]1)[C:2]1[CH:7]=[CH:6][CH:5]=[CH:4][CH:3]=1.[F:25][C:26]1[CH:27]=[C:28](B(O)O)[CH:29]=[CH:30][C:31]=1[F:32]. The yield is 0.690. The catalyst is C1COCC1.O. (4) The reactants are [F:1][C:2]1[CH:10]=[C:9]2[C:5]([CH:6]=[C:7]([C:11]([CH3:15])([CH3:14])[CH2:12][OH:13])[NH:8]2)=[CH:4][C:3]=1[N+:16]([O-:18])=[O:17].[CH3:19][C:20]([Si:23](Cl)([CH3:25])[CH3:24])([CH3:22])[CH3:21].N1C=CN=C1. The catalyst is C(Cl)Cl. The product is [Si:23]([O:13][CH2:12][C:11]([C:7]1[NH:8][C:9]2[C:5]([CH:6]=1)=[CH:4][C:3]([N+:16]([O-:18])=[O:17])=[C:2]([F:1])[CH:10]=2)([CH3:15])[CH3:14])([C:20]([CH3:22])([CH3:21])[CH3:19])([CH3:25])[CH3:24]. The yield is 0.380. (5) The reactants are [C:1]([O:5][C:6]([N:8]1[CH2:13][CH2:12][N:11]([C:14]2[CH:22]=[CH:21][CH:20]=[C:19]3[C:15]=2[CH:16]=[C:17]([C:31](=[O:33])[NH2:32])[N:18]3[CH2:23][C:24]2[CH:29]=[CH:28][C:27]([F:30])=[CH:26][CH:25]=2)[CH2:10][CH2:9]1)=[O:7])([CH3:4])([CH3:3])[CH3:2].[O-]S(C(F)(F)[F:39])(=O)=O.F[N+]1C(C)=CC(C)=CC=1C. The catalyst is ClCCl. The product is [C:1]([O:5][C:6]([N:8]1[CH2:9][CH2:10][N:11]([C:14]2[CH:22]=[CH:21][CH:20]=[C:19]3[C:15]=2[C:16]([F:39])=[C:17]([C:31](=[O:33])[NH2:32])[N:18]3[CH2:23][C:24]2[CH:25]=[CH:26][C:27]([F:30])=[CH:28][CH:29]=2)[CH2:12][CH2:13]1)=[O:7])([CH3:4])([CH3:2])[CH3:3]. The yield is 0.560. (6) The yield is 0.737. The product is [F:18][C:4]1[CH:3]=[C:2]([C:23]2[CH:22]=[N:21][N:20]([CH3:19])[CH:24]=2)[C:7]([F:8])=[CH:6][C:5]=1[C@@H:9]([NH:11][S@@:12]([C:14]([CH3:17])([CH3:16])[CH3:15])=[O:13])[CH3:10]. The catalyst is [NH4+].[Cl-].CCOC(C)=O.C1C=CC(P(C2C=CC=CC=2)[C-]2C=CC=C2)=CC=1.C1C=CC(P(C2C=CC=CC=2)[C-]2C=CC=C2)=CC=1.Cl[Pd]Cl.[Fe+2].CCOC(C)=O.CCCCCCC.COCCOC. The reactants are Br[C:2]1[C:7]([F:8])=[CH:6][C:5]([C@@H:9]([NH:11][S@@:12]([C:14]([CH3:17])([CH3:16])[CH3:15])=[O:13])[CH3:10])=[C:4]([F:18])[CH:3]=1.[CH3:19][N:20]1[CH:24]=[C:23](B(O)O)[CH:22]=[N:21]1.C([O-])([O-])=O.[Na+].[Na+].C(Cl)Cl.